From a dataset of Reaction yield outcomes from USPTO patents with 853,638 reactions. Predict the reaction yield, written as a fraction of the theoretical maximum amount of product (1.0 means a 100% yield; for example, 0.34 means a 34% yield). The reactants are [OH-].[K+].C([O:5][C:6](=[O:31])[C:7]([CH2:22][CH2:23][CH2:24][CH2:25][C:26]([CH3:30])([CH3:29])[CH2:27][OH:28])([CH2:13][CH2:14][CH2:15][CH2:16][C:17]([CH3:21])([CH3:20])[CH2:18][OH:19])[C:8]([O:10]CC)=[O:9])C. The catalyst is O.C(O)C. The product is [OH:28][CH2:27][C:26]([CH3:30])([CH3:29])[CH2:25][CH2:24][CH2:23][CH2:22][C:7]([CH2:13][CH2:14][CH2:15][CH2:16][C:17]([CH3:21])([CH3:20])[CH2:18][OH:19])([C:8]([OH:10])=[O:9])[C:6]([OH:31])=[O:5]. The yield is 0.823.